Dataset: Tyrosyl-DNA phosphodiesterase HTS with 341,365 compounds. Task: Binary Classification. Given a drug SMILES string, predict its activity (active/inactive) in a high-throughput screening assay against a specified biological target. (1) The compound is O=C(N1CCN(CC1)Cc1ccccc1)c1cc2OCCOc2cc1. The result is 0 (inactive). (2) The drug is Clc1ccc(C(=O)N2N=C(CC2(O)C(F)(F)F)c2ncccc2)cc1. The result is 0 (inactive). (3) The compound is O(C=1C(=O)/C(=C\NNc2nc(nc3c2cccc3)c2cccnc2)C=CC1)C. The result is 1 (active). (4) The compound is Clc1sc(c2nc(sc2)NC(=O)CSCC(=O)N2CCCCC2)cc1. The result is 0 (inactive). (5) The compound is s1c(C(=O)Nc2ccc(N3CCN(CC3)C(=O)c3occc3)cc2)ccc1. The result is 0 (inactive). (6) The compound is S(=O)(=O)(N1CCN(CC1)C(=O)C)c1cc(ccc1)C(=O)NCCc1cc(OCC)c(OCC)cc1. The result is 0 (inactive). (7) The compound is O=C(n1ccnc1)c1n[nH]c2CCCCc12. The result is 0 (inactive). (8) The drug is s1c(c(nc1NC(=O)c1cc(OC)c(OCC(=O)Nc2ccc(F)cc2)cc1)c1ccc(OC)cc1)C. The result is 0 (inactive).